This data is from Reaction yield outcomes from USPTO patents with 853,638 reactions. The task is: Predict the reaction yield, written as a fraction of the theoretical maximum amount of product (1.0 means a 100% yield; for example, 0.34 means a 34% yield). (1) The reactants are [Cl:1][C:2]1[CH:35]=[CH:34][C:5]([CH2:6][N:7]2[C:15]3[C:10](=[CH:11][C:12]([C:16]([O:18]C)=[O:17])=[CH:13][CH:14]=3)[C:9]([C:20](=[O:32])[C:21]([NH:23][C:24]3[CH:29]=[CH:28][N:27]=[C:26]([O:30][CH3:31])[CH:25]=3)=[O:22])=[C:8]2[CH3:33])=[CH:4][CH:3]=1.[OH-].[Na+]. The catalyst is O1CCCC1.O. The product is [Cl:1][C:2]1[CH:3]=[CH:4][C:5]([CH2:6][N:7]2[C:15]3[C:10](=[CH:11][C:12]([C:16]([OH:18])=[O:17])=[CH:13][CH:14]=3)[C:9]([C:20](=[O:32])[C:21]([NH:23][C:24]3[CH:29]=[CH:28][N:27]=[C:26]([O:30][CH3:31])[CH:25]=3)=[O:22])=[C:8]2[CH3:33])=[CH:34][CH:35]=1. The yield is 0.430. (2) The reactants are Br[C:2]1[CH:3]=[C:4]2[C:8](=[CH:9][C:10]=1[Cl:11])[NH:7][N:6]=[C:5]2[C:12]([OH:14])=[O:13].[O:15]1[C:19]2[CH:20]=[CH:21][C:22](B(O)O)=[CH:23][C:18]=2[CH2:17][CH2:16]1.C(=O)([O-])[O-].[K+].[K+]. The catalyst is CCO.C1(C)C=CC=CC=1.C1C=CC(P(C2C=CC=CC=2)[C-]2C=CC=C2)=CC=1.C1C=CC(P(C2C=CC=CC=2)[C-]2C=CC=C2)=CC=1.Cl[Pd]Cl.[Fe+2]. The product is [Cl:11][C:10]1[CH:9]=[C:8]2[C:4]([C:5]([C:12]([OH:14])=[O:13])=[N:6][NH:7]2)=[CH:3][C:2]=1[C:22]1[CH:21]=[CH:20][C:19]2[O:15][CH2:16][CH2:17][C:18]=2[CH:23]=1. The yield is 0.220. (3) The reactants are [CH3:1][C:2]1C2N[C:4](=[CH:5][C:6]3[C:35]([CH3:36])=[C:34]([CH2:37][CH2:38][C:39]([OH:41])=[O:40])[C:8](=[CH:9][C:10]4[C:27]([CH2:28][CH2:29][C:30](O)=[O:31])=[C:26]([CH3:33])[C:12](=[CH:13][C:14]5[NH:18]C(C=2)=C(C(O)C)[C:15]=5[CH3:25])[N:11]=4)[N:7]=3)[C:3]=1[CH:42](O)[CH3:43].[C:45]1(C)C=CC(S(O)(=O)=O)=CC=1.[NH3:56].[C:57](O)(=[O:59])C.Cl[C:62]1[CH:67]=[CH:66][CH:65]=[CH:64][CH:63]=1. No catalyst specified. The product is [CH3:25][C:15]1[C:14]2[NH:18][C:65](=[CH:64][C:63]3[NH:56][C:4]([CH:5]=[C:6]4[N:7]=[C:8]([CH:9]=[C:10]5[N:11]=[C:12]([CH:13]=2)[C:26]([CH3:33])=[C:27]5[CH2:28][CH2:29][C:30]([O:59][CH3:57])=[O:31])[C:34]([CH2:37][CH2:38][C:39]([O:41][CH3:45])=[O:40])=[C:35]4[CH3:36])=[C:3]([CH:42]=[CH2:43])[C:2]=3[CH3:1])[C:66]=1[CH:67]=[CH2:62]. The yield is 0.831. (4) The reactants are CN(C)/[CH:3]=[C:4](\[F:17])/[C:5]([C:7]1[N:11]([CH3:12])[C:10]([C:13]([F:16])([F:15])[F:14])=[N:9][CH:8]=1)=O.C(=O)(O)O.[NH2:23][C:24]([NH2:26])=[NH:25].C[O-].[Na+]. The catalyst is C(O)CCC.O. The product is [F:17][C:4]1[C:5]([C:7]2[N:11]([CH3:12])[C:10]([C:13]([F:16])([F:14])[F:15])=[N:9][CH:8]=2)=[N:25][C:24]([NH2:26])=[N:23][CH:3]=1. The yield is 0.210.